Task: Binary Classification. Given a miRNA mature sequence and a target amino acid sequence, predict their likelihood of interaction.. Dataset: Experimentally validated miRNA-target interactions with 360,000+ pairs, plus equal number of negative samples (1) The miRNA is hsa-miR-5697 with sequence UCAAGUAGUUUCAUGAUAAAGG. The protein sequence of the target gene is MRGQRSLLLGPARLCLRLLLLLGYRRRCPPLLRGLVQRWRYGKVCLRSLLYNSFGGSDTAVDAAFEPVYWLVDNVIRWFGVVFVVLVIVLTGSIVAIAYLCVLPLILRTYSVPRLCWHFFYSHWNLILIVFHYYQAITTPPGYPPQGRNDIATVSICKKCIYPKPARTHHCSICNRCVLKMDHHCPWLNNCVGHYNHRYFFSFCFFMTLGCVYCSYGSWDLFREAYAAIEKMKQLDKNKLQAVANQTYHQTPPPTFSFRERMTHKSLVYLWFLCSSVALALGALTVWHAVLISRGETSIE.... Result: 0 (no interaction). (2) The miRNA is hsa-miR-3675-3p with sequence CAUCUCUAAGGAACUCCCCCAA. The protein sequence of the target gene is MATRVRTASIWVPPLQERNSSWDRIRKLQGQESILGQGTPGLQPLPGTPRQKQKSRRIEKVLEWLFISQEQPKITKSWGPLSFMDVFVDFTWEEWQLLDPAQKCLYRSVMLENYSNLVSLGYQHTKPDIIFKLEQGEELCMVQAQVPNQTCPNTVWKIDDLMDWHQENKDKLGSTAKSFECTTFGKLCLLSTKYLSRQKPHKCGTHGKSLKYIDFTSDYARNNPNGFQVHGKSFFHSKHEQTVIGIKYCESIESGKTVNKKSQLMCQQMYMGEKPFGCSCCEKAFSSKSYLLVHQQTHAE.... Result: 1 (interaction). (3) The miRNA is hsa-miR-421 with sequence AUCAACAGACAUUAAUUGGGCGC. The protein sequence of the target gene is MVEADRPGKLFIGGLNTETNEKALETVFGKYGRIVEVLLIKDRETNKSRGFAFVTFESPADAKDAARDMNGKSLDGKAIKVEQATKPSFERGRHGPPPPPRSRGPPRGFGAGRGGSGGTRGPPSRGGHMDDGGYSMNFNMSSSRGPLPVKRGPPPRSGGPSPKRSAPSGLVRSSSGMGGRAPLSRGRDSYGGPPRREPLPSRRDVYLSPRDDGYSTKDSYSSRDYPSSRDTRDYAPPPRDYTYRDYGHSSSRDDYPSRGYGDRDGYGRDRDYSDHPSGGSYRDSYESYGNSRSAPLTRGP.... Result: 1 (interaction).